This data is from Catalyst prediction with 721,799 reactions and 888 catalyst types from USPTO. The task is: Predict which catalyst facilitates the given reaction. Reactant: Cl.[Cl:2][C:3]1[CH:8]=[CH:7][CH:6]=[CH:5][C:4]=1[N:9]1[CH:13]([C:14]2[CH:19]=[CH:18][C:17]([N:20]3[CH2:26][CH2:25][CH2:24][NH:23][CH2:22][CH2:21]3)=[CH:16][CH:15]=2)[CH2:12][C:11]([C:27]([C:33]([F:36])([F:35])[F:34])([C:29]([F:32])([F:31])[F:30])[OH:28])=[N:10]1.C(N(CC)CC)C.[CH3:44][S:45](Cl)(=[O:47])=[O:46]. Product: [Cl:2][C:3]1[CH:8]=[CH:7][CH:6]=[CH:5][C:4]=1[N:9]1[CH:13]([C:14]2[CH:15]=[CH:16][C:17]([N:20]3[CH2:26][CH2:25][CH2:24][N:23]([S:45]([CH3:44])(=[O:47])=[O:46])[CH2:22][CH2:21]3)=[CH:18][CH:19]=2)[CH2:12][C:11]([C:27]([C:29]([F:31])([F:32])[F:30])([C:33]([F:34])([F:36])[F:35])[OH:28])=[N:10]1. The catalyst class is: 4.